Dataset: Full USPTO retrosynthesis dataset with 1.9M reactions from patents (1976-2016). Task: Predict the reactants needed to synthesize the given product. (1) Given the product [CH3:30][O:29][C:28]1[C:2]([O:1][CH2:32][CH:33]2[CH2:38][CH2:37][CH2:36][CH2:35][O:34]2)=[CH:3][C:4]2[NH:10][C:9]3[CH:11]=[C:12]([C:15]4[CH:20]=[CH:19][C:18]([N+:21]([O-:23])=[O:22])=[C:17]([O:24][CH3:25])[CH:16]=4)[CH:13]=[CH:14][C:8]=3[C:7](=[O:26])[NH:6][C:5]=2[CH:27]=1, predict the reactants needed to synthesize it. The reactants are: [OH:1][C:2]1[C:28]([O:29][CH3:30])=[CH:27][C:5]2[NH:6][C:7](=[O:26])[C:8]3[CH:14]=[CH:13][C:12]([C:15]4[CH:20]=[CH:19][C:18]([N+:21]([O-:23])=[O:22])=[C:17]([O:24][CH3:25])[CH:16]=4)=[CH:11][C:9]=3[NH:10][C:4]=2[CH:3]=1.Br[CH2:32][CH:33]1[CH2:38][CH2:37][CH2:36][CH2:35][O:34]1.C([O-])([O-])=O.[K+].[K+].CN(C=O)C. (2) Given the product [OH:27][CH2:26][C@H:22]([NH:21][C:13]1[C:14]2[S:19][C:18](=[O:20])[NH:17][C:15]=2[N:16]=[C:11]([O:36][C@H:34]([C:28]2[CH:33]=[CH:32][CH:31]=[CH:30][CH:29]=2)[CH3:35])[N:12]=1)[CH2:23][CH2:24][CH3:25], predict the reactants needed to synthesize it. The reactants are: C(S([C:11]1[N:12]=[C:13]([NH:21][C@@H:22]([CH2:26][OH:27])[CH2:23][CH2:24][CH3:25])[C:14]2[S:19][C:18](=[O:20])[NH:17][C:15]=2[N:16]=1)(=O)=O)C1C=CC=CC=1.[C:28]1([C@@H:34]([OH:36])[CH3:35])[CH:33]=[CH:32][CH:31]=[CH:30][CH:29]=1.[Li]CCCC. (3) Given the product [N:7]1[CH:8]=[CH:9][CH:10]=[CH:11][C:6]=1[NH:3][CH2:2][CH2:1][NH2:4], predict the reactants needed to synthesize it. The reactants are: [CH2:1]([NH2:4])[CH2:2][NH2:3].F[C:6]1[CH:11]=[CH:10][CH:9]=[CH:8][N:7]=1. (4) Given the product [O:3]1[CH2:4][CH2:5][O:1][CH:2]1[C:6]1[CH:11]=[CH:10][C:9]([C:12]2[C:21]([C:22]3[CH:27]=[CH:26][CH:25]=[CH:24][CH:23]=3)=[CH:20][C:19]3[C:18]4=[N:28][N:29]=[C:46]([C:44]5[N:43]=[CH:42][N:41]([CH3:40])[CH:45]=5)[N:17]4[CH:16]=[CH:15][C:14]=3[N:13]=2)=[CH:8][CH:7]=1, predict the reactants needed to synthesize it. The reactants are: [O:1]1[CH2:5][CH2:4][O:3][CH:2]1[C:6]1[CH:11]=[CH:10][C:9]([C:12]2[C:21]([C:22]3[CH:27]=[CH:26][CH:25]=[CH:24][CH:23]=3)=[CH:20][C:19]3[C:14](=[CH:15][CH:16]=[N:17][C:18]=3[NH:28][NH2:29])[N:13]=2)=[CH:8][CH:7]=1.C1C=CC2N(O)N=NC=2C=1.[CH3:40][N:41]1[CH:45]=[C:44]([C:46](O)=O)[N:43]=[CH:42]1.C(Cl)CCl. (5) Given the product [F:1][C:2]1[CH:3]=[CH:4][C:5]([C:8]([N+:9]([O-:11])=[O:10])=[CH:12][C:13]2[CH:18]=[CH:17][CH:16]=[CH:15][CH:14]=2)=[CH:6][CH:7]=1, predict the reactants needed to synthesize it. The reactants are: [F:1][C:2]1[CH:7]=[CH:6][C:5]([CH2:8][N+:9]([O-:11])=[O:10])=[CH:4][CH:3]=1.[CH:12](=NCCCC)[C:13]1[CH:18]=[CH:17][CH:16]=[CH:15][CH:14]=1. (6) Given the product [C:12]([NH:16][C:17]([NH:1][C@H:2]([CH2:5][C:6]1[CH:11]=[CH:10][CH:9]=[CH:8][CH:7]=1)[CH2:3][OH:4])=[S:18])([CH3:15])([CH3:14])[CH3:13], predict the reactants needed to synthesize it. The reactants are: [NH2:1][C@H:2]([CH2:5][C:6]1[CH:11]=[CH:10][CH:9]=[CH:8][CH:7]=1)[CH2:3][OH:4].[C:12]([N:16]=[C:17]=[S:18])([CH3:15])([CH3:14])[CH3:13]. (7) Given the product [Cl:20][C:5]1[C:6]([NH:8][C:9]2[C:18]([CH3:19])=[CH:17][CH:16]=[CH:15][C:10]=2[C:11]([NH:13][CH3:14])=[O:12])=[N:7][C:2]([NH:21][C:22]2[CH:23]=[CH:24][C:25]3[CH2:31][CH2:30][CH2:29][NH:28][C:27](=[O:32])[C:26]=3[CH:33]=2)=[N:3][CH:4]=1, predict the reactants needed to synthesize it. The reactants are: Cl[C:2]1[N:7]=[C:6]([NH:8][C:9]2[C:18]([CH3:19])=[CH:17][CH:16]=[CH:15][C:10]=2[C:11]([NH:13][CH3:14])=[O:12])[C:5]([Cl:20])=[CH:4][N:3]=1.[NH2:21][C:22]1[CH:23]=[CH:24][C:25]2[CH2:31][CH2:30][CH2:29][NH:28][C:27](=[O:32])[C:26]=2[CH:33]=1.CC1(C)[C@]2(CS(O)(=O)=O)C(C[C@H]1CC2)=O. (8) Given the product [C:36]1([NH:35][CH2:16][CH2:17][CH2:18][C:19]2[CH:34]=[CH:33][C:22]([O:23][C:24]3[CH:32]=[CH:31][C:27]([C:28]([NH2:30])=[O:29])=[CH:26][N:25]=3)=[CH:21][CH:20]=2)[CH:41]=[CH:40][CH:39]=[CH:38][CH:37]=1, predict the reactants needed to synthesize it. The reactants are: C(O[BH-](OC(=O)C)OC(=O)C)(=O)C.[Na+].O=[CH:16][CH2:17][CH2:18][C:19]1[CH:34]=[CH:33][C:22]([O:23][C:24]2[CH:32]=[CH:31][C:27]([C:28]([NH2:30])=[O:29])=[CH:26][N:25]=2)=[CH:21][CH:20]=1.[NH2:35][C:36]1[CH:41]=[CH:40][CH:39]=[CH:38][CH:37]=1.[OH-].[Na+]. (9) Given the product [CH:1]1[CH:2]=[CH:3][C:4]2[S:9][N:8]=[C:7]([N:10]3[CH2:15][CH2:14][N:13]([CH2:16][C@H:17]4[C@H:22]([CH2:23][N:24]5[C:34](=[O:35])[C@H:33]6[C@H:27]([C@H:28]7[CH2:32][C@@H:31]6[CH2:30][CH2:29]7)[C:25]5=[O:26])[CH2:21][CH2:20][CH2:19][CH2:18]4)[CH2:12][CH2:11]3)[C:5]=2[CH:6]=1.[C:38]([O-:43])(=[O:42])[C:39]([O-:41])=[O:40], predict the reactants needed to synthesize it. The reactants are: [CH:1]1[CH:2]=[CH:3][C:4]2[S:9][N:8]=[C:7]([N:10]3[CH2:15][CH2:14][N:13]([CH2:16][C@H:17]4[C@H:22]([CH2:23][N:24]5[C:34](=[O:35])[C@H:33]6[C@H:27]([C@H:28]7[CH2:32][C@@H:31]6[CH2:30][CH2:29]7)[C:25]5=[O:26])[CH2:21][CH2:20][CH2:19][CH2:18]4)[CH2:12][CH2:11]3)[C:5]=2[CH:6]=1.O.O.[C:38]([OH:43])(=[O:42])[C:39]([OH:41])=[O:40].